This data is from Catalyst prediction with 721,799 reactions and 888 catalyst types from USPTO. The task is: Predict which catalyst facilitates the given reaction. (1) Reactant: [O:1]1[C:17](OC)([CH2:18][CH2:19][CH2:20][CH2:21][CH2:22][CH2:23]C)[CH:16]([OH:27])[CH:15]([OH:28])[C:2]1(C(OC)=O)[C:3]([C:11]([O:13][CH3:14])=[O:12])(O)[CH:4]([OH:9])[C:5]([O:7][CH3:8])=[O:6]. Product: [CH2:17]([C:16]12[O:27][C:3]([C:11]([O:13][CH3:14])=[O:12])([CH:2]([OH:1])[CH:15]1[OH:28])[C:4]([C:5]([O:7][CH3:8])=[O:6])([OH:9])[CH:4]([C:5]([O:7][CH3:8])=[O:6])[O:9]2)[CH2:18][CH2:19][CH2:20][CH2:21][CH2:22][CH3:23]. The catalyst class is: 33. (2) The catalyst class is: 23. Reactant: [N:1]1[C:2]([CH2:10][CH2:11][NH2:12])=[CH:3][N:4]2[CH:9]=[CH:8][CH:7]=[CH:6][C:5]=12.[CH3:13][N:14]1[CH:19]=[C:18]([CH2:20]Cl)[C:17]([C:22](OC)=[O:23])=[C:16]([Cl:26])[C:15]1=[O:27]. Product: [Cl:26][C:16]1[C:15](=[O:27])[N:14]([CH3:13])[CH:19]=[C:18]2[CH2:20][N:12]([CH2:11][CH2:10][C:2]3[N:1]=[C:5]4[CH:6]=[CH:7][CH:8]=[CH:9][N:4]4[CH:3]=3)[C:22](=[O:23])[C:17]=12. (3) Product: [C:1]([O:5][C:6]([N:8]1[CH2:12][C:11](=[CH:24][C:23]([O:22][CH3:21])=[O:44])[CH2:10][C@H:9]1[C:14]([N:16]1[CH2:20][CH2:19][S:18][CH2:17]1)=[O:15])=[O:7])([CH3:4])([CH3:3])[CH3:2]. Reactant: [C:1]([O:5][C:6]([N:8]1[CH2:12][C:11](=O)[CH2:10][C@H:9]1[C:14]([N:16]1[CH2:20][CH2:19][S:18][CH2:17]1)=[O:15])=[O:7])([CH3:4])([CH3:3])[CH3:2].[CH3:21][O:22][C:23](=[O:44])[CH:24]=P(C1C=CC=CC=1)(C1C=CC=CC=1)C1C=CC=CC=1. The catalyst class is: 4. (4) Reactant: F[C:2]1[CH:3]=[CH:4][C:5]([N+:18]([O-:20])=[O:19])=[C:6]([CH:17]=1)[C:7]([NH:9][CH2:10][C:11]([NH:13][CH:14]([CH3:16])[CH3:15])=[O:12])=[O:8].C(=O)([O-])[O-].[K+].[K+].Cl.Cl.[N:29]12[CH2:37][CH2:36][CH:33]([CH2:34][CH2:35]1)[NH:32][CH2:31][CH2:30]2. Product: [N:29]12[CH2:37][CH2:36][CH:33]([CH2:34][CH2:35]1)[N:32]([C:2]1[CH:3]=[CH:4][C:5]([N+:18]([O-:20])=[O:19])=[C:6]([CH:17]=1)[C:7]([NH:9][CH2:10][C:11]([NH:13][CH:14]([CH3:16])[CH3:15])=[O:12])=[O:8])[CH2:31][CH2:30]2. The catalyst class is: 10. (5) Reactant: [F:1][C:2]1[C:11]2[C:6](=[CH:7][CH:8]=[CH:9][CH:10]=2)[C:5](B(O)O)=[CH:4][CH:3]=1.[CH3:15][C:16]1[NH:17][C:18]([CH3:28])=[CH:19][C:20]=1[C:21]1[CH:26]=[CH:25][CH:24]=[C:23](Br)[N:22]=1.C(=O)([O-])[O-].[Na+].[Na+].C(O)C. Product: [CH3:15][C:16]1[NH:17][C:18]([CH3:28])=[CH:19][C:20]=1[C:21]1[CH:26]=[CH:25][CH:24]=[C:23]([C:5]2[C:6]3[C:11](=[CH:10][CH:9]=[CH:8][CH:7]=3)[C:2]([F:1])=[CH:3][CH:4]=2)[N:22]=1. The catalyst class is: 6.